From a dataset of Full USPTO retrosynthesis dataset with 1.9M reactions from patents (1976-2016). Predict the reactants needed to synthesize the given product. (1) Given the product [CH3:40][O:41][C:2]1[CH:7]=[CH:6][C:5]([CH:8]2[CH2:13][CH2:12][CH2:11][N:10]([C:14]([C:16]3[C:17]([NH2:22])=[N:18][N:19]([CH3:21])[CH:20]=3)=[O:15])[CH2:9]2)=[C:4]([CH3:23])[CH:3]=1, predict the reactants needed to synthesize it. The reactants are: Cl[C:2]1[CH:7]=[CH:6][C:5]([CH:8]2[CH2:13][CH2:12][CH2:11][N:10]([C:14]([C:16]3[C:17]([NH2:22])=[N:18][N:19]([CH3:21])[CH:20]=3)=[O:15])[CH2:9]2)=[C:4]([C:23](F)(F)F)[CH:3]=1.ClC1C=CC(C2CCCN([C:40](C3C(NC(=O)OC(C)(C)C)=NN(C)C=3)=[O:41])C2)=C(C(F)(F)F)C=1.COC1C=CC(C2CCCNC2)=C(C)C=1. (2) Given the product [Br:24][CH2:20][C:32]1[CH:31]=[CH:30][N:29]=[C:28]([C:25](=[O:27])[NH2:26])[CH:33]=1, predict the reactants needed to synthesize it. The reactants are: C1(P(C2C=CC=CC=2)C2C=CC=CC=2)C=CC=CC=1.[C:20]([Br:24])(Br)(Br)Br.[C:25]([C:28]1[CH:33]=[C:32](CO)[CH:31]=[CH:30][N:29]=1)(=[O:27])[NH2:26]. (3) Given the product [Br:16][C:1]1([C:7]2[CH:8]=[CH:9][C:10]([N+:13]([O-:15])=[O:14])=[CH:11][CH:12]=2)[CH2:2][CH2:3][CH2:4][CH2:5][CH2:6]1, predict the reactants needed to synthesize it. The reactants are: [CH:1]1([C:7]2[CH:12]=[CH:11][C:10]([N+:13]([O-:15])=[O:14])=[CH:9][CH:8]=2)[CH2:6][CH2:5][CH2:4][CH2:3][CH2:2]1.[Br:16]N1C(=O)CCC1=O.C(OOC(=O)C1C=CC=CC=1)(=O)C1C=CC=CC=1. (4) Given the product [CH:21]1([NH:20][C:15]2[CH:14]=[C:13]([C:6]3[CH:7]=[CH:8][C:3]([O:2][CH3:1])=[CH:4][CH:5]=3)[N:18]=[C:17]([NH2:19])[N:16]=2)[CH2:23][CH2:22]1, predict the reactants needed to synthesize it. The reactants are: [CH3:1][O:2][C:3]1[CH:8]=[CH:7][C:6](B(O)O)=[CH:5][CH:4]=1.Cl[C:13]1[N:18]=[C:17]([NH2:19])[N:16]=[C:15]([NH:20][CH:21]2[CH2:23][CH2:22]2)[CH:14]=1. (5) Given the product [O:3]=[C:4]1[CH:5]=[C:6]([C@@H:8]2[CH2:13][CH2:12][N:11]([C:14]([O:16][CH3:17])=[O:15])[C@@H:10]([C:18]3[CH:23]=[CH:22][CH:21]=[C:20]([C:24]([F:27])([F:26])[F:25])[CH:19]=3)[CH2:9]2)[O:7][NH:31]1, predict the reactants needed to synthesize it. The reactants are: C([O:3][C:4](=O)[CH2:5][C:6]([C@@H:8]1[CH2:13][CH2:12][N:11]([C:14]([O:16][CH3:17])=[O:15])[C@@H:10]([C:18]2[CH:23]=[CH:22][CH:21]=[C:20]([C:24]([F:27])([F:26])[F:25])[CH:19]=2)[CH2:9]1)=[O:7])C.[OH-].[Na+].[NH2:31]O.Cl.